From a dataset of Catalyst prediction with 721,799 reactions and 888 catalyst types from USPTO. Predict which catalyst facilitates the given reaction. (1) Reactant: Br[C:2]1[CH:3]=[C:4]([C:9]2[CH:14]=[CH:13][C:12]([Cl:15])=[CH:11][CH:10]=2)[CH:5]=[CH:6][C:7]=1[CH3:8].C([Li])CCC.C[O:22][B:23](OC)[O:24]C.Cl. Product: [Cl:15][C:12]1[CH:13]=[CH:14][C:9]([C:4]2[CH:5]=[CH:6][C:7]([CH3:8])=[C:2]([B:23]([OH:24])[OH:22])[CH:3]=2)=[CH:10][CH:11]=1. The catalyst class is: 7. (2) Reactant: Cl[C:2]1[N:7]=[C:6]([C:8]2[CH:9]=[N:10][N:11]([C:13]3([CH2:24][C:25]#[N:26])[CH2:16][N:15]([C:17]([O:19][C:20]([CH3:23])([CH3:22])[CH3:21])=[O:18])[CH2:14]3)[CH:12]=2)[N:5]2[CH:27]=[CH:28][N:29]=[C:4]2[CH:3]=1.[F:30][C:31]([F:42])([F:41])[C:32]1[CH:37]=[CH:36][C:35](B(O)O)=[CH:34][CH:33]=1.CC(C1C=C(C(C)C)C(C2C=CC=CC=2P(C2CCCCC2)C2CCCCC2)=C(C(C)C)C=1)C.P([O-])([O-])([O-])=O.[K+].[K+].[K+]. Product: [C:25]([CH2:24][C:13]1([N:11]2[CH:12]=[C:8]([C:6]3[N:5]4[CH:27]=[CH:28][N:29]=[C:4]4[CH:3]=[C:2]([C:35]4[CH:36]=[CH:37][C:32]([C:31]([F:42])([F:41])[F:30])=[CH:33][CH:34]=4)[N:7]=3)[CH:9]=[N:10]2)[CH2:16][N:15]([C:17]([O:19][C:20]([CH3:23])([CH3:22])[CH3:21])=[O:18])[CH2:14]1)#[N:26]. The catalyst class is: 102. (3) Reactant: [F:1][C@@H:2]1[CH2:6][N:5]([C:7](=[O:17])[CH2:8][O:9][Si:10]([C:13]([CH3:16])([CH3:15])[CH3:14])([CH3:12])[CH3:11])[C@H:4]([C:18]([NH2:20])=O)[CH2:3]1.C(N(CC)CC)C.FC(F)(F)C(OC(=O)C(F)(F)F)=O. Product: [F:1][C@@H:2]1[CH2:6][N:5]([C:7](=[O:17])[CH2:8][O:9][Si:10]([C:13]([CH3:14])([CH3:15])[CH3:16])([CH3:12])[CH3:11])[C@H:4]([C:18]#[N:20])[CH2:3]1. The catalyst class is: 7. (4) Reactant: [I:1][C:2]1[CH:3]=[C:4]([CH2:8][C@H:9]([NH:13][C:14](=[O:19])[CH2:15][CH2:16][CH:17]=[CH2:18])[C:10]([OH:12])=[O:11])[CH:5]=[CH:6][CH:7]=1.Br[CH2:21][C:22]#[N:23].CCN(C(C)C)C(C)C. Product: [C:22]([CH2:21][O:11][C:10](=[O:12])[C@@H:9]([NH:13][C:14](=[O:19])[CH2:15][CH2:16][CH:17]=[CH2:18])[CH2:8][C:4]1[CH:5]=[CH:6][CH:7]=[C:2]([I:1])[CH:3]=1)#[N:23]. The catalyst class is: 3. (5) Reactant: Br[C:2]1[CH:7]=[CH:6][C:5]([S:8]([N:11]2[CH2:24][CH2:23][C:14]3([O:19][CH2:18][C:17](=[O:20])[N:16]([CH2:21][CH3:22])[CH2:15]3)[CH2:13][CH2:12]2)(=[O:10])=[O:9])=[CH:4][CH:3]=1.B1(B2OC(C)(C)C(C)(C)O2)OC(C)(C)C(C)(C)O1.C([O-])(=O)C.[K+].Br[C:49]1[CH:58]=[C:57]2[C:52]([CH:53]=[C:54]([O:59][CH3:60])[CH:55]=[N:56]2)=[CH:51][CH:50]=1.C(=O)([O-])[O-].[K+].[K+]. Product: [CH2:21]([N:16]1[CH2:15][C:14]2([CH2:23][CH2:24][N:11]([S:8]([C:5]3[CH:6]=[CH:7][C:2]([C:49]4[CH:58]=[C:57]5[C:52]([CH:53]=[C:54]([O:59][CH3:60])[CH:55]=[N:56]5)=[CH:51][CH:50]=4)=[CH:3][CH:4]=3)(=[O:10])=[O:9])[CH2:12][CH2:13]2)[O:19][CH2:18][C:17]1=[O:20])[CH3:22]. The catalyst class is: 819.